This data is from Full USPTO retrosynthesis dataset with 1.9M reactions from patents (1976-2016). The task is: Predict the reactants needed to synthesize the given product. (1) Given the product [ClH:1].[Cl:1][C:2]1[C:10]([C:11]([F:13])([F:14])[F:12])=[C:9]([F:15])[CH:8]=[CH:7][C:3]=1[CH2:4][NH2:6], predict the reactants needed to synthesize it. The reactants are: [Cl:1][C:2]1[C:10]([C:11]([F:14])([F:13])[F:12])=[C:9]([F:15])[CH:8]=[CH:7][C:3]=1[C:4]([NH2:6])=O.B.O1CCCC1.Cl.C(OCC)C. (2) Given the product [C:1]1([C:7]2[CH:12]=[C:11]([CH:13]3[CH2:18][CH2:17][S:16](=[O:19])(=[O:20])[CH2:15][CH2:14]3)[CH:10]=[CH:9][C:8]=2[NH:21][C:38]([C:27]2[N:28]([CH2:30][O:31][CH2:32][CH2:33][Si:34]([CH3:37])([CH3:36])[CH3:35])[CH:29]=[C:25]([C:23]#[N:24])[N:26]=2)=[O:39])[CH2:6][CH2:5][CH2:4][CH2:3][CH:2]=1, predict the reactants needed to synthesize it. The reactants are: [C:1]1([C:7]2[CH:12]=[C:11]([CH:13]3[CH2:18][CH2:17][S:16](=[O:20])(=[O:19])[CH2:15][CH2:14]3)[CH:10]=[CH:9][C:8]=2[NH2:21])[CH2:6][CH2:5][CH2:4][CH2:3][CH:2]=1.[K+].[C:23]([C:25]1[N:26]=[C:27]([C:38]([O-])=[O:39])[N:28]([CH2:30][O:31][CH2:32][CH2:33][Si:34]([CH3:37])([CH3:36])[CH3:35])[CH:29]=1)#[N:24].F[P-](F)(F)(F)(F)F.Br[P+](N1CCCC1)(N1CCCC1)N1CCCC1.CCN(C(C)C)C(C)C. (3) Given the product [CH3:8][NH:9][CH2:10][CH2:11][N:12]1[CH2:17][CH2:16][CH:15]([O:18][C:19](=[O:33])[NH:20][C:21]2[CH:26]=[CH:25][CH:24]=[CH:23][C:22]=2[C:27]2[CH:32]=[CH:31][CH:30]=[CH:29][CH:28]=2)[CH2:14][CH2:13]1, predict the reactants needed to synthesize it. The reactants are: C([CH2:8][NH:9][CH2:10][CH2:11][N:12]1[CH2:17][CH2:16][CH:15]([O:18][C:19](=[O:33])[NH:20][C:21]2[CH:26]=[CH:25][CH:24]=[CH:23][C:22]=2[C:27]2[CH:32]=[CH:31][CH:30]=[CH:29][CH:28]=2)[CH2:14][CH2:13]1)C1C=CC=CC=1.CCO.C(OC(C)C)(=O)C. (4) Given the product [Cl:1][C:2]1[CH:3]=[C:4]([N:10]([CH2:11][CH2:12][C:13]2[CH:18]=[CH:17][C:16]([C:19]([F:20])([F:21])[F:22])=[CH:15][CH:14]=2)[C:32](=[O:33])[CH2:31][C:26]2[CH:27]=[CH:28][CH:29]=[CH:30][C:25]=2[O:24][CH3:23])[CH:5]=[CH:6][C:7]=1[O:8][CH3:9], predict the reactants needed to synthesize it. The reactants are: [Cl:1][C:2]1[CH:3]=[C:4]([NH:10][CH2:11][CH2:12][C:13]2[CH:18]=[CH:17][C:16]([C:19]([F:22])([F:21])[F:20])=[CH:15][CH:14]=2)[CH:5]=[CH:6][C:7]=1[O:8][CH3:9].[CH3:23][O:24][C:25]1[CH:30]=[CH:29][CH:28]=[CH:27][C:26]=1[CH2:31][C:32](O)=[O:33]. (5) Given the product [CH3:4][C:2]([N:5]1[CH:9]=[C:8]([C:10]([NH:33][C:34]2[CH:35]=[CH:36][C:37]([F:45])=[C:38]([C:39]([NH:41][CH2:42][CH3:43])=[O:40])[CH:44]=2)=[O:12])[C:7]([CH2:13][CH3:14])=[N:6]1)([CH3:1])[CH3:3], predict the reactants needed to synthesize it. The reactants are: [CH3:1][C:2]([N:5]1[CH:9]=[C:8]([C:10]([OH:12])=O)[C:7]([CH2:13][CH3:14])=[N:6]1)([CH3:4])[CH3:3].CCCP1(OP(CCC)(=O)OP(CCC)(=O)O1)=O.[NH2:33][C:34]1[CH:35]=[CH:36][C:37]([F:45])=[C:38]([CH:44]=1)[C:39]([NH:41][CH2:42][CH3:43])=[O:40]. (6) Given the product [C:10]([C:9]1[CH:8]=[C:7]([C:12](=[O:22])[NH:13][CH2:14][C:15]2[CH:20]=[CH:19][CH:18]=[C:17]([OH:21])[CH:16]=2)[S:6][C:5]=1[C:3]([OH:4])=[O:2])#[N:11], predict the reactants needed to synthesize it. The reactants are: C[O:2][C:3]([C:5]1[S:6][C:7]([C:12](=[O:22])[NH:13][CH2:14][C:15]2[CH:20]=[CH:19][CH:18]=[C:17]([OH:21])[CH:16]=2)=[CH:8][C:9]=1[C:10]#[N:11])=[O:4].O.[OH-].[Li+].C1COCC1.Cl.